Dataset: Reaction yield outcomes from USPTO patents with 853,638 reactions. Task: Predict the reaction yield, written as a fraction of the theoretical maximum amount of product (1.0 means a 100% yield; for example, 0.34 means a 34% yield). The reactants are C[C:2]1(C)[O:6][C:5](=[CH:7][C:8]([N:10]([CH2:13][C:14]2[CH:19]=[CH:18][C:17]([F:20])=[CH:16][C:15]=2[S:21]([CH3:23])=[O:22])[O:11][CH3:12])=[O:9])[C:4](=[O:24])[O:3]1. The catalyst is CO. The product is [CH3:2][O:3][C:4](=[O:24])[C:5]([OH:6])=[CH:7][C:8](=[O:9])[N:10]([CH2:13][C:14]1[CH:19]=[CH:18][C:17]([F:20])=[CH:16][C:15]=1[S:21]([CH3:23])=[O:22])[O:11][CH3:12]. The yield is 1.00.